This data is from Forward reaction prediction with 1.9M reactions from USPTO patents (1976-2016). The task is: Predict the product of the given reaction. (1) The product is: [OH:3][C:2]([C:4]([F:7])([F:6])[F:5])=[O:1].[CH3:8][O:9][C:10]1[CH:11]=[C:12]2[C:17](=[CH:18][C:19]=1[O:20][CH3:21])[N:16]=[CH:15][CH:14]=[C:13]2[O:22][C:23]1[CH:28]=[CH:27][C:26]([NH:29][C:30]([C:32]2[C:33](=[O:46])[N:34]([C:39]3[CH:44]=[CH:43][C:42]([F:45])=[CH:41][CH:40]=3)[C:35](=[O:38])[N:36]([CH2:50][C:49]#[CH:48])[N:37]=2)=[O:31])=[CH:25][C:24]=1[F:47]. Given the reactants [OH:1][C:2]([C:4]([F:7])([F:6])[F:5])=[O:3].[CH3:8][O:9][C:10]1[CH:11]=[C:12]2[C:17](=[CH:18][C:19]=1[O:20][CH3:21])[N:16]=[CH:15][CH:14]=[C:13]2[O:22][C:23]1[CH:28]=[CH:27][C:26]([NH:29][C:30]([C:32]2[C:33](=[O:46])[N:34]([C:39]3[CH:44]=[CH:43][C:42]([F:45])=[CH:41][CH:40]=3)[C:35](=[O:38])[NH:36][N:37]=2)=[O:31])=[CH:25][C:24]=1[F:47].[CH2:48](Br)[C:49]#[CH:50].C(=O)([O-])[O-].[K+].[K+], predict the reaction product. (2) Given the reactants [C:1]([C:3]1[C:4]([N:23]2[CH2:28][CH2:27][CH:26]([C:29]([O:31][C:32]([CH3:35])([CH3:34])[CH3:33])=[O:30])[CH2:25][CH2:24]2)=[N:5][C:6]([CH2:16][N:17]2[CH2:21][CH2:20][CH2:19][C:18]2=[O:22])=[C:7]([C:9](=O)[NH:10][CH2:11][C:12](=[O:14])[CH3:13])[CH:8]=1)#[N:2].N1C=CC=C[CH:37]=1.ClC(Cl)(Cl)C(Cl)=O.Cl, predict the reaction product. The product is: [C:1]([C:3]1[C:4]([N:23]2[CH2:24][CH2:25][CH:26]([C:29]([O:31][C:32]([CH3:34])([CH3:35])[CH3:33])=[O:30])[CH2:27][CH2:28]2)=[N:5][C:6]([CH2:16][N:17]2[CH2:21][CH2:20][CH2:19][C:18]2=[O:22])=[C:7]([C:9]2[O:14][C:12]([CH2:13][CH3:37])=[CH:11][N:10]=2)[CH:8]=1)#[N:2]. (3) Given the reactants C([O:3][C:4]([C:6]1[C:10]([C:11]2[CH:16]=[CH:15][CH:14]=[CH:13][CH:12]=2)=[C:9]([CH:17]=[O:18])[NH:8][C:7]=1[CH3:19])=[O:5])C.CO.[OH-].[K+], predict the reaction product. The product is: [CH:17]([C:9]1[NH:8][C:7]([CH3:19])=[C:6]([C:4]([OH:5])=[O:3])[C:10]=1[C:11]1[CH:16]=[CH:15][CH:14]=[CH:13][CH:12]=1)=[O:18]. (4) Given the reactants [C:1]([N:8]([CH3:16])[C@H:9]1[CH2:14][CH2:13][C@H:12]([NH2:15])[CH2:11][CH2:10]1)([O:3][C:4]([CH3:7])([CH3:6])[CH3:5])=[O:2].[CH2:17]([O:19][C:20]1[CH:25]=[CH:24][C:23]([C:26]2[CH:31]=[CH:30][C:29]([C:32]#[N:33])=[CH:28][CH:27]=2)=[CH:22][C:21]=1[CH:34]=O)[CH3:18], predict the reaction product. The product is: [C:32]([C:29]1[CH:28]=[CH:27][C:26]([C:23]2[CH:24]=[CH:25][C:20]([O:19][CH2:17][CH3:18])=[C:21]([CH2:34][NH:15][CH:12]3[CH2:11][CH2:10][CH:9]([N:8]([CH3:16])[C:1](=[O:2])[O:3][C:4]([CH3:7])([CH3:6])[CH3:5])[CH2:14][CH2:13]3)[CH:22]=2)=[CH:31][CH:30]=1)#[N:33].